This data is from Forward reaction prediction with 1.9M reactions from USPTO patents (1976-2016). The task is: Predict the product of the given reaction. (1) The product is: [Br:11][CH2:12][C:13]([NH:7][C:6]1[CH:8]=[CH:9][CH:10]=[C:4]([F:3])[CH:5]=1)=[O:14]. Given the reactants [OH-].[Na+].[F:3][C:4]1[CH:5]=[C:6]([CH:8]=[CH:9][CH:10]=1)[NH2:7].[Br:11][CH2:12][C:13](Br)=[O:14], predict the reaction product. (2) Given the reactants [Cl:1][C:2]1[CH:3]=[CH:4][C:5]([NH:8][C:9]([C:11]2[C:12]([C:17]([OH:19])=O)=[N:13][CH:14]=[CH:15][N:16]=2)=[O:10])=[N:6][CH:7]=1.[NH2:20][C:21]1[CH:26]=[CH:25][C:24]([N:27]2[CH2:32][CH2:31][O:30][CH2:29][C:28]2=[O:33])=[CH:23][CH:22]=1, predict the reaction product. The product is: [Cl:1][C:2]1[CH:3]=[CH:4][C:5]([NH:8][C:9]([C:11]2[C:12]([C:17]([NH:20][C:21]3[CH:22]=[CH:23][C:24]([N:27]4[CH2:32][CH2:31][O:30][CH2:29][C:28]4=[O:33])=[CH:25][CH:26]=3)=[O:19])=[N:13][CH:14]=[CH:15][N:16]=2)=[O:10])=[N:6][CH:7]=1. (3) Given the reactants [CH2:1]1[C:4]2([CH2:9][CH2:8][N:7]([C:10]([O:12][C:13]([CH3:16])([CH3:15])[CH3:14])=[O:11])[CH2:6][CH2:5]2)[CH2:3][NH:2]1.N1C=CC=CC=1.[Cl:23][C:24](Cl)([O:26]C(=O)OC(Cl)(Cl)Cl)Cl, predict the reaction product. The product is: [Cl:23][C:24]([N:2]1[CH2:3][C:4]2([CH2:5][CH2:6][N:7]([C:10]([O:12][C:13]([CH3:16])([CH3:15])[CH3:14])=[O:11])[CH2:8][CH2:9]2)[CH2:1]1)=[O:26]. (4) The product is: [CH2:1]([O:3][C:4](=[O:29])[CH2:5][CH2:6][C:7]1[CH:11]=[C:10]([C:12]2[CH:13]=[CH:14][C:15]([CH3:18])=[CH:16][CH:17]=2)[N:9]([C:19]2[CH:20]=[CH:21][C:22]([S:25](=[O:27])(=[O:28])[NH2:26])=[CH:23][CH:24]=2)[N:8]=1)[CH3:2]. Given the reactants [CH2:1]([O:3][C:4](=[O:29])/[CH:5]=[CH:6]/[C:7]1[CH:11]=[C:10]([C:12]2[CH:17]=[CH:16][C:15]([CH3:18])=[CH:14][CH:13]=2)[N:9]([C:19]2[CH:24]=[CH:23][C:22]([S:25](=[O:28])(=[O:27])[NH2:26])=[CH:21][CH:20]=2)[N:8]=1)[CH3:2], predict the reaction product.